This data is from Catalyst prediction with 721,799 reactions and 888 catalyst types from USPTO. The task is: Predict which catalyst facilitates the given reaction. Reactant: C(NC(C)C)(C)C.[Li]CCCC.[O:13]1[C:17]2([CH2:22][CH2:21][CH:20]([C:23]([O:25][CH2:26][CH3:27])=[O:24])[CH2:19][CH2:18]2)[O:16][CH2:15][CH2:14]1.Cl[C:29]([O:31][CH2:32][CH3:33])=[O:30]. Product: [O:13]1[C:17]2([CH2:22][CH2:21][C:20]([C:29]([O:31][CH2:32][CH3:33])=[O:30])([C:23]([O:25][CH2:26][CH3:27])=[O:24])[CH2:19][CH2:18]2)[O:16][CH2:15][CH2:14]1. The catalyst class is: 7.